Task: Predict the product of the given reaction.. Dataset: Forward reaction prediction with 1.9M reactions from USPTO patents (1976-2016) (1) Given the reactants FC(F)(F)S([O:6][S:7]([C:10]([F:13])([F:12])[F:11])(=[O:9])=[O:8])(=O)=O.[F:16][C:17]1[CH:22]=[CH:21][C:20]([N:23]2[CH:27]=[CH:26][C:25]([CH3:28])=[N:24]2)=[CH:19][C:18]=1O.N1C=CC=CC=1.C(O)(=O)CC(CC(O)=O)(C(O)=O)O, predict the reaction product. The product is: [F:16][C:17]1[CH:18]=[CH:19][C:20]([N:23]2[CH:27]=[CH:26][C:25]([CH3:28])=[N:24]2)=[CH:21][C:22]=1[O:6][S:7]([C:10]([F:11])([F:12])[F:13])(=[O:8])=[O:9]. (2) Given the reactants [F:1][C:2]1[CH:7]=[CH:6][CH:5]=[C:4]([N+:8]([O-:10])=[O:9])[C:3]=1OS(C(F)(F)F)(=O)=O.CC1(C)C(C)(C)OB([C:27]2[CH2:32][C:31]([CH3:34])([CH3:33])[CH2:30][C:29]([CH3:36])([CH3:35])[CH:28]=2)O1.C1(C)C=CC=CC=1.C(=O)([O-])[O-].[Na+].[Na+], predict the reaction product. The product is: [F:1][C:2]1[CH:7]=[CH:6][CH:5]=[C:4]([N+:8]([O-:10])=[O:9])[C:3]=1[C:27]1[CH2:32][C:31]([CH3:34])([CH3:33])[CH2:30][C:29]([CH3:36])([CH3:35])[CH:28]=1. (3) Given the reactants [N:1]1([C:7]2[C:17]3[O:16][CH2:15][CH2:14][N:13](C(OC(C)(C)C)=O)[CH2:12][C:11]=3[CH:10]=[CH:9][CH:8]=2)[CH2:6][CH2:5][CH2:4][CH2:3][CH2:2]1.C(OCC)(=O)C.[ClH:31], predict the reaction product. The product is: [ClH:31].[ClH:31].[N:1]1([C:7]2[C:17]3[O:16][CH2:15][CH2:14][NH:13][CH2:12][C:11]=3[CH:10]=[CH:9][CH:8]=2)[CH2:6][CH2:5][CH2:4][CH2:3][CH2:2]1. (4) Given the reactants [CH2:1]([CH:4]([CH2:25][CH2:26][CH3:27])[C:5]([O:7][CH2:8][CH2:9][C:10](=[O:24])[O:11][CH:12]1[CH2:17][O:16]C(C2C=CC=CC=2)[O:14][CH2:13]1)=[O:6])[CH2:2][CH3:3], predict the reaction product. The product is: [CH2:25]([CH:4]([CH2:1][CH2:2][CH3:3])[C:5]([O:7][CH2:8][CH2:9][C:10]([O:11][CH:12]([CH2:13][OH:14])[CH2:17][OH:16])=[O:24])=[O:6])[CH2:26][CH3:27]. (5) Given the reactants I[C:2]1[C:3]([CH3:20])=[N:4][CH:5]=[C:6]([C:9]=1[NH:10][C:11]1[CH:19]=[CH:18][CH:17]=[C:16]2[C:12]=1[CH:13]=[CH:14][NH:15]2)[C:7]#[N:8].[CH3:21][O:22][C:23]1[CH:24]=[C:25](B(O)O)[CH:26]=[CH:27][C:28]=1[O:29][CH3:30], predict the reaction product. The product is: [CH3:21][O:22][C:23]1[CH:24]=[C:25]([C:2]2[C:3]([CH3:20])=[N:4][CH:5]=[C:6]([C:9]=2[NH:10][C:11]2[CH:19]=[CH:18][CH:17]=[C:16]3[C:12]=2[CH:13]=[CH:14][NH:15]3)[C:7]#[N:8])[CH:26]=[CH:27][C:28]=1[O:29][CH3:30]. (6) The product is: [Cl:6][CH2:7][CH2:8][CH2:9][CH2:10][C:11]([C:13]1[CH:23]=[CH:22][C:16]2[CH2:17][CH2:18][N:19]([C:4]([NH:3][CH2:1][CH3:2])=[O:5])[CH2:20][CH2:21][C:15]=2[CH:14]=1)=[O:12]. Given the reactants [CH2:1]([N:3]=[C:4]=[O:5])[CH3:2].[Cl:6][CH2:7][CH2:8][CH2:9][CH2:10][C:11]([C:13]1[CH:23]=[CH:22][C:16]2[CH2:17][CH2:18][NH:19][CH2:20][CH2:21][C:15]=2[CH:14]=1)=[O:12].O, predict the reaction product. (7) Given the reactants C(OC([N:8]1[CH2:16][C:15]2[C:10](=[CH:11][CH:12]=[C:13]([C:17]3[S:18][C:19]([CH3:22])=[CH:20][N:21]=3)[CH:14]=2)[CH2:9]1)=O)(C)(C)C.Cl, predict the reaction product. The product is: [CH3:22][C:19]1[S:18][C:17]([C:13]2[CH:14]=[C:15]3[C:10](=[CH:11][CH:12]=2)[CH2:9][NH:8][CH2:16]3)=[N:21][CH:20]=1.